Dataset: Blood-brain barrier permeability classification from the B3DB database. Task: Regression/Classification. Given a drug SMILES string, predict its absorption, distribution, metabolism, or excretion properties. Task type varies by dataset: regression for continuous measurements (e.g., permeability, clearance, half-life) or binary classification for categorical outcomes (e.g., BBB penetration, CYP inhibition). Dataset: b3db_classification. (1) The molecule is N#CC1CC2CC2N1C(=O)C(N)C12CC3CC(CC(O)(C3)C1)C2. The result is 0 (does not penetrate BBB). (2) The molecule is CCN1CCN(C(=O)NC(C(=O)NC2C(=O)N3C2SC(C)(C)C3C(=O)O)c2ccccc2)C(=O)C1=O. The result is 0 (does not penetrate BBB). (3) The molecule is COC(=O)C1C(=O)C=C(Nc2cccc([N+](=O)[O-])c2)CC1C. The result is 1 (penetrates BBB). (4) The drug is Nc1c(CC(=O)O)cccc1C(=O)c1ccc(Br)cc1. The result is 0 (does not penetrate BBB). (5) The compound is COC(=O)C[C@H](c1c(O)cc(C)n(CCc2ccc(O)cc2)c1=O)c1ccnc2ccccc12. The result is 0 (does not penetrate BBB). (6) The molecule is CCC1(C)CC(=O)NC(=O)C1. The result is 1 (penetrates BBB).